Binary Classification. Given a T-cell receptor sequence (or CDR3 region) and an epitope sequence, predict whether binding occurs between them. From a dataset of TCR-epitope binding with 47,182 pairs between 192 epitopes and 23,139 TCRs. (1) The epitope is YLNTLTLAV. The TCR CDR3 sequence is CASSRRTSGSLDTQYF. Result: 0 (the TCR does not bind to the epitope). (2) The TCR CDR3 sequence is CASSPSSSYEQYF. Result: 1 (the TCR binds to the epitope). The epitope is IVTDFSVIK. (3) The epitope is FSKQLQQSM. The TCR CDR3 sequence is CAISEPDRTAMNTEAFF. Result: 0 (the TCR does not bind to the epitope). (4) The epitope is MPASWVMRI. The TCR CDR3 sequence is CASSQADRGGNTGELFF. Result: 0 (the TCR does not bind to the epitope). (5) The epitope is TLDSKTQSL. The TCR CDR3 sequence is CASSQDMWDRTNTGELFF. Result: 1 (the TCR binds to the epitope).